From a dataset of Reaction yield outcomes from USPTO patents with 853,638 reactions. Predict the reaction yield, written as a fraction of the theoretical maximum amount of product (1.0 means a 100% yield; for example, 0.34 means a 34% yield). (1) The reactants are CO.[H-].[Na+].[C:5]([O:12][CH3:13])(=[O:11])[CH2:6][C:7]([O:9][CH3:10])=[O:8].Br[CH2:15][C:16]1[CH:21]=[CH:20][CH:19]=[C:18]([N+:22]([O-:24])=[O:23])[C:17]=1[CH2:25]Br. The catalyst is CCOCC. The product is [CH3:10][O:9][C:7]([C:6]1([C:5]([O:12][CH3:13])=[O:11])[CH2:25][C:17]2[C:16](=[CH:21][CH:20]=[CH:19][C:18]=2[N+:22]([O-:24])=[O:23])[CH2:15]1)=[O:8]. The yield is 0.670. (2) The reactants are [CH3:1][O:2][C:3]([C:5]1[C:10]([Cl:11])=[C:9](S(C)(=O)=O)[N:8]=[C:7]([C:16]2[CH:21]=[CH:20][C:19]([Cl:22])=[C:18]([O:23][CH2:24][CH3:25])[C:17]=2[F:26])[N:6]=1)=[O:4].[NH3:27].CO. The catalyst is O1CCOCC1. The product is [CH3:1][O:2][C:3]([C:5]1[C:10]([Cl:11])=[C:9]([NH2:27])[N:8]=[C:7]([C:16]2[CH:21]=[CH:20][C:19]([Cl:22])=[C:18]([O:23][CH2:24][CH3:25])[C:17]=2[F:26])[N:6]=1)=[O:4]. The yield is 0.540. (3) The reactants are Br[C:2]1[CH:7]=[CH:6][C:5]([C:8](=[C:16]2[CH2:21][C:20]([CH3:23])([CH3:22])[CH2:19][C:18]([CH3:25])([CH3:24])[CH2:17]2)[C:9]2[CH:14]=[CH:13][C:12]([OH:15])=[CH:11][CH:10]=2)=[CH:4][CH:3]=1.[CH3:26][S:27]([C:30]1[CH:35]=[CH:34][C:33](B(O)O)=[CH:32][CH:31]=1)(=[O:29])=[O:28].C([O-])([O-])=O.[Na+].[Na+]. The catalyst is C1C=CC([P]([Pd]([P](C2C=CC=CC=2)(C2C=CC=CC=2)C2C=CC=CC=2)([P](C2C=CC=CC=2)(C2C=CC=CC=2)C2C=CC=CC=2)[P](C2C=CC=CC=2)(C2C=CC=CC=2)C2C=CC=CC=2)(C2C=CC=CC=2)C2C=CC=CC=2)=CC=1.COCCOC. The product is [CH3:26][S:27]([C:30]1[CH:35]=[CH:34][C:33]([C:2]2[CH:3]=[CH:4][C:5]([C:8](=[C:16]3[CH2:17][C:18]([CH3:25])([CH3:24])[CH2:19][C:20]([CH3:23])([CH3:22])[CH2:21]3)[C:9]3[CH:10]=[CH:11][C:12]([OH:15])=[CH:13][CH:14]=3)=[CH:6][CH:7]=2)=[CH:32][CH:31]=1)(=[O:29])=[O:28]. The yield is 0.530. (4) The reactants are [CH3:1][C:2]1[O:6][N:5]=[C:4]([C:7]2[CH:12]=[CH:11][CH:10]=[CH:9][CH:8]=2)[C:3]=1[C:13]([NH:15][NH2:16])=[O:14].[CH2:17]([O:19][C:20]1[CH:28]=[CH:27][CH:26]=[CH:25][C:21]=1[C:22](O)=O)[CH3:18]. No catalyst specified. The product is [CH2:17]([O:19][C:20]1[CH:28]=[CH:27][CH:26]=[CH:25][C:21]=1[C:22]1[O:14][C:13]([C:3]2[C:4]([C:7]3[CH:12]=[CH:11][CH:10]=[CH:9][CH:8]=3)=[N:5][O:6][C:2]=2[CH3:1])=[N:15][N:16]=1)[CH3:18]. The yield is 0.420. (5) The reactants are [C:1]1([C:7]([C:9]2[CH:14]=[C:13]([O:15][CH2:16][C:17]3[CH:22]=[CH:21][CH:20]=[CH:19][CH:18]=3)[CH:12]=[CH:11][C:10]=2[NH2:23])=O)[CH:6]=[CH:5][CH:4]=[CH:3][CH:2]=1.[N:24]([O-])=O.[Na+].CO.[Sn](Cl)Cl. The catalyst is Cl.O.C1COCC1. The product is [C:1]1([C:7]2[C:9]3[C:10](=[CH:11][CH:12]=[C:13]([O:15][CH2:16][C:17]4[CH:22]=[CH:21][CH:20]=[CH:19][CH:18]=4)[CH:14]=3)[NH:23][N:24]=2)[CH:6]=[CH:5][CH:4]=[CH:3][CH:2]=1. The yield is 0.480.